This data is from Catalyst prediction with 721,799 reactions and 888 catalyst types from USPTO. The task is: Predict which catalyst facilitates the given reaction. Reactant: [O:1]=[S:2]1(=[O:37])[CH2:7][CH2:6][CH:5]([NH:8][S:9]([C:12]2[CH:17]=[CH:16][C:15]([C:18]3[CH:23]=[CH:22][N:21]=[C:20]4[N:24]([S:28]([C:31]5[CH:36]=[CH:35][CH:34]=[CH:33][CH:32]=5)(=[O:30])=[O:29])[C:25]([CH3:27])=[CH:26][C:19]=34)=[CH:14][CH:13]=2)(=[O:11])=[O:10])[CH2:4][CH2:3]1.[C:38](=O)([O-])[O-].[Cs+].[Cs+].CI. Product: [O:37]=[S:2]1(=[O:1])[CH2:3][CH2:4][CH:5]([N:8]([CH3:38])[S:9]([C:12]2[CH:17]=[CH:16][C:15]([C:18]3[CH:23]=[CH:22][N:21]=[C:20]4[N:24]([S:28]([C:31]5[CH:32]=[CH:33][CH:34]=[CH:35][CH:36]=5)(=[O:29])=[O:30])[C:25]([CH3:27])=[CH:26][C:19]=34)=[CH:14][CH:13]=2)(=[O:11])=[O:10])[CH2:6][CH2:7]1. The catalyst class is: 2.